From a dataset of Catalyst prediction with 721,799 reactions and 888 catalyst types from USPTO. Predict which catalyst facilitates the given reaction. (1) Reactant: [CH3:1][O:2][C:3](=[O:12])[C:4]1[CH:9]=[CH:8][C:7](F)=[CH:6][C:5]=1[CH3:11].[CH3:13][N:14]1[CH2:19][CH2:18][NH:17][CH2:16][CH2:15]1.C([O-])([O-])=O.[K+].[K+].CS(C)=O. Product: [CH3:11][C:5]1[CH:6]=[C:7]([N:17]2[CH2:18][CH2:19][N:14]([CH3:13])[CH2:15][CH2:16]2)[CH:8]=[CH:9][C:4]=1[C:3]([O:2][CH3:1])=[O:12]. The catalyst class is: 2. (2) Reactant: [CH3:1][NH:2][C:3]1=[N:4][C:5](=[O:22])[S:6]/[C:7]/1=[CH:8]\[CH:9]1[CH2:14][CH2:13][N:12](C(OC(C)(C)C)=O)[CH2:11][CH2:10]1.[ClH:23].C(OCC)(=O)C. Product: [ClH:23].[ClH:23].[CH3:1][NH:2][C:3]1=[N:4][C:5](=[O:22])[S:6]/[C:7]/1=[CH:8]\[CH:9]1[CH2:14][CH2:13][NH:12][CH2:11][CH2:10]1. The catalyst class is: 83. (3) The catalyst class is: 5. Reactant: CC1(C)[N:6](C(OC(C)(C)C)=O)[C@:5]([CH3:39])([C:14]([NH:16][NH:17][C:18](=O)[C:19]2[CH:24]=[CH:23][C:22]([O:25][CH2:26][CH2:27][CH2:28][CH2:29][CH2:30][CH2:31][CH2:32][CH3:33])=[C:21]([C:34]([F:37])([F:36])[F:35])[CH:20]=2)=O)[CH2:4][O:3]1.[OH2:41].C1(C)C=CC([S:48](O)(=O)=[O:49])=CC=1. Product: [NH2:6][C@@:5]([C:14]1[S:48][C:18]([C:19]2[CH:24]=[CH:23][C:22]([O:25][CH2:26][CH2:27][CH2:28][CH2:29][CH2:30][CH2:31][CH2:32][CH3:33])=[C:21]([C:34]([F:37])([F:36])[F:35])[CH:20]=2)=[N:17][N:16]=1)([CH3:39])[CH2:4][OH:3].[C:21]([OH:49])([C:34]([F:37])([F:36])[F:35])=[O:41]. (4) Reactant: C(OC(=O)[NH:7][C:8]1([C:12]2[CH:17]=[CH:16][CH:15]=[CH:14][N:13]=2)[CH2:11][CH2:10][CH2:9]1)(C)(C)C.C(O)(C(F)(F)F)=O. Product: [N:13]1[CH:14]=[CH:15][CH:16]=[CH:17][C:12]=1[C:8]1([NH2:7])[CH2:11][CH2:10][CH2:9]1. The catalyst class is: 2. (5) The catalyst class is: 19. Reactant: [NH2:1][C:2]1[C:3]2[CH:10]=[CH:9][N:8]([C:11]3[CH2:12][CH2:13][N:14]([C:17]([O:19][C:20]([CH3:23])([CH3:22])[CH3:21])=[O:18])[CH2:15][CH:16]=3)[C:4]=2[N:5]=[CH:6][N:7]=1.C([O-])=O.[NH4+].C(OC(C)C)(C)C. Product: [NH2:1][C:2]1[C:3]2[CH:10]=[CH:9][N:8]([CH:11]3[CH2:16][CH2:15][N:14]([C:17]([O:19][C:20]([CH3:23])([CH3:22])[CH3:21])=[O:18])[CH2:13][CH2:12]3)[C:4]=2[N:5]=[CH:6][N:7]=1. (6) Reactant: [C:1]([O:5][C:6]([NH:8][CH:9]([C:15]1[CH:20]=[CH:19][CH:18]=[CH:17][C:16]=1[O:21][CH3:22])[CH2:10][C:11](OC)=[O:12])=[O:7])([CH3:4])([CH3:3])[CH3:2].[BH4-].[Na+].[Cl-].[Li+].C(C(C(C([O-])=O)O)O)([O-])=O.[K+].[Na+]. Product: [OH:12][CH2:11][CH2:10][CH:9]([NH:8][C:6](=[O:7])[O:5][C:1]([CH3:3])([CH3:2])[CH3:4])[C:15]1[CH:20]=[CH:19][CH:18]=[CH:17][C:16]=1[O:21][CH3:22]. The catalyst class is: 216. (7) Reactant: [CH:1]([C:4]1[CH:5]=[C:6]([NH:10][C:11]2[N:15]([CH3:16])[C:14]3[CH:17]=[CH:18][C:19]([O:21][C:22]4[CH:27]=[CH:26][N:25]=[C:24]([NH:28][C:29](=[O:37])[CH2:30][CH:31]5[CH2:36][CH2:35][NH:34][CH2:33][CH2:32]5)[CH:23]=4)=[CH:20][C:13]=3[N:12]=2)[CH:7]=[CH:8][CH:9]=1)([CH3:3])[CH3:2].[C:38](O)(=O)C.C=O.C([BH3-])#N.[Na+].C(=O)([O-])[O-].[Na+].[Na+]. Product: [CH:1]([C:4]1[CH:5]=[C:6]([NH:10][C:11]2[N:15]([CH3:16])[C:14]3[CH:17]=[CH:18][C:19]([O:21][C:22]4[CH:27]=[CH:26][N:25]=[C:24]([NH:28][C:29](=[O:37])[CH2:30][CH:31]5[CH2:32][CH2:33][N:34]([CH3:38])[CH2:35][CH2:36]5)[CH:23]=4)=[CH:20][C:13]=3[N:12]=2)[CH:7]=[CH:8][CH:9]=1)([CH3:3])[CH3:2]. The catalyst class is: 83. (8) Reactant: [CH:1]1([NH2:4])[CH2:3][CH2:2]1.[CH3:5][S:6]([CH:9]=[CH2:10])(=[O:8])=[O:7].[C:11](O[C:11]([O:13][C:14]([CH3:17])([CH3:16])[CH3:15])=[O:12])([O:13][C:14]([CH3:17])([CH3:16])[CH3:15])=[O:12]. Product: [CH:1]1([N:4]([CH2:10][CH2:9][S:6]([CH3:5])(=[O:8])=[O:7])[C:11](=[O:12])[O:13][C:14]([CH3:17])([CH3:16])[CH3:15])[CH2:3][CH2:2]1. The catalyst class is: 5.